Dataset: Reaction yield outcomes from USPTO patents with 853,638 reactions. Task: Predict the reaction yield, written as a fraction of the theoretical maximum amount of product (1.0 means a 100% yield; for example, 0.34 means a 34% yield). (1) The reactants are [H-].[Na+].[C:3]([CH2:5][C:6]([O:8][C:9]([CH3:12])([CH3:11])[CH3:10])=[O:7])#[N:4].[CH:13]1([CH2:16][O:17][C:18]2[CH:23]=[CH:22][CH:21]=[C:20]([O:24][CH2:25][C:26]3[CH:31]=[CH:30][C:29]([O:32][CH3:33])=[CH:28][CH:27]=3)[C:19]=2[C:34](=O)[CH:35]=[C:36](SC)[S:37][CH3:38])[CH2:15][CH2:14]1.C1OCCOC2C(=CC=CC=2)OCCOCCOC2C(=CC=CC=2)OC1.C([O-])(=O)C.[NH4+:72]. The catalyst is C1COCC1.C(O)(=O)C. The product is [NH2:4][C:3]1[N:72]=[C:34]([C:19]2[C:20]([O:24][CH2:25][C:26]3[CH:31]=[CH:30][C:29]([O:32][CH3:33])=[CH:28][CH:27]=3)=[CH:21][CH:22]=[CH:23][C:18]=2[O:17][CH2:16][CH:13]2[CH2:15][CH2:14]2)[CH:35]=[C:36]([S:37][CH3:38])[C:5]=1[C:6]([O:8][C:9]([CH3:12])([CH3:11])[CH3:10])=[O:7]. The yield is 0.290. (2) The reactants are [F:1][CH:2]([F:11])[O:3][C:4]1[CH:10]=[CH:9][C:7]([NH2:8])=[CH:6][CH:5]=1.[S-:12][C:13]#[N:14].[K+].BrBr.[OH-].[NH4+]. The catalyst is C(O)(=O)C. The product is [F:1][CH:2]([F:11])[O:3][C:4]1[CH:10]=[CH:9][C:7]2[N:8]=[C:13]([NH2:14])[S:12][C:6]=2[CH:5]=1. The yield is 0.870. (3) The reactants are [F:1][C:2]1([C:6]2[CH:7]=[N+:8]([O-])[CH:9]=[CH:10][C:11]=2[O:12][CH2:13][C:14]([F:17])([F:16])[F:15])[CH2:5][CH2:4][CH2:3]1.C[Si](C)(C)[C:21]#[N:22].CN(C)C(Cl)=O. The catalyst is ClCCl. The product is [F:1][C:2]1([C:6]2[C:11]([O:12][CH2:13][C:14]([F:17])([F:16])[F:15])=[CH:10][C:9]([C:21]#[N:22])=[N:8][CH:7]=2)[CH2:5][CH2:4][CH2:3]1. The yield is 0.440. (4) The yield is 0.620. The reactants are [CH2:1]([C:3]([F:31])([CH2:29][CH3:30])[CH2:4][N:5]1[CH2:10][CH2:9][CH:8]([CH2:11][O:12][C:13]2[CH:18]=[CH:17][C:16]([C:19]3[CH:24]=[CH:23][C:22](C(O)=O)=[CH:21][C:20]=3[F:28])=[CH:15][CH:14]=2)[CH2:7][CH2:6]1)[CH3:2].C(Cl)CCl.C1C=CC2N(O)N=NC=2C=1.CCN(C(C)C)C(C)C.[NH:55]1[CH2:59][CH2:58][CH2:57][C@H:56]1[C:60]([NH2:62])=[O:61].CN([CH:66]=[O:67])C. The catalyst is O. The product is [CH2:29]([C:3]([F:31])([CH2:1][CH3:2])[CH2:4][N:5]1[CH2:6][CH2:7][CH:8]([CH2:11][O:12][C:13]2[CH:18]=[CH:17][C:16]([C:19]3[C:20]([F:28])([C:66]([N:55]4[CH2:59][CH2:58][CH2:57][C@H:56]4[C:60]([NH2:62])=[O:61])=[O:67])[CH2:21][CH:22]=[CH:23][CH:24]=3)=[CH:15][CH:14]=2)[CH2:9][CH2:10]1)[CH3:30]. (5) The reactants are [NH:1]1[C:5]2[CH:6]=[CH:7][CH:8]=[CH:9][C:4]=2[N:3]=[N:2]1.I[CH2:11][CH:12]([CH3:14])[CH3:13].C(=O)([O-])[O-].[K+].[K+]. The catalyst is CN(C)C=O. The product is [CH2:11]([N:2]1[N:3]=[C:4]2[CH:9]=[CH:8][CH:7]=[CH:6][C:5]2=[N:1]1)[CH:12]([CH3:14])[CH3:13]. The yield is 0.500. (6) The reactants are [CH2:1]([C:3]([F:31])([CH2:29][CH3:30])[CH2:4][N:5]1[CH2:10][CH2:9][CH:8]([CH2:11][O:12][C:13]2[N:18]=[N:17][C:16]([C:19]3[CH:28]=[CH:27][C:22]([C:23]([O:25]C)=[O:24])=[CH:21][CH:20]=3)=[CH:15][CH:14]=2)[CH2:7][CH2:6]1)[CH3:2].O[Li].O. The catalyst is C1COCC1. The product is [CH2:1]([C:3]([F:31])([CH2:29][CH3:30])[CH2:4][N:5]1[CH2:10][CH2:9][CH:8]([CH2:11][O:12][C:13]2[N:18]=[N:17][C:16]([C:19]3[CH:20]=[CH:21][C:22]([C:23]([OH:25])=[O:24])=[CH:27][CH:28]=3)=[CH:15][CH:14]=2)[CH2:7][CH2:6]1)[CH3:2]. The yield is 0.930.